Dataset: Full USPTO retrosynthesis dataset with 1.9M reactions from patents (1976-2016). Task: Predict the reactants needed to synthesize the given product. (1) Given the product [Br:15][CH2:1][C:2]1[CH:11]=[C:10]([N+:12]([O-:14])=[O:13])[CH:9]=[CH:8][C:3]=1[C:4]([O:6][CH3:7])=[O:5], predict the reactants needed to synthesize it. The reactants are: [CH3:1][C:2]1[CH:11]=[C:10]([N+:12]([O-:14])=[O:13])[CH:9]=[CH:8][C:3]=1[C:4]([O:6][CH3:7])=[O:5].[Br:15]N1C(=O)CCC1=O. (2) Given the product [Cl:1][C:2]1[CH:7]=[C:6]([CH3:11])[N:5]=[C:4]([S:9][CH3:10])[N:3]=1, predict the reactants needed to synthesize it. The reactants are: [Cl:1][C:2]1[CH:7]=[C:6](Cl)[N:5]=[C:4]([S:9][CH3:10])[N:3]=1.[CH3:11][Mg]Cl.[Cl-].[NH4+]. (3) Given the product [Cl:1][C:2]1[CH:7]=[CH:6][CH:5]=[C:4]([S:8]([CH3:11])(=[O:10])=[O:9])[C:3]=1[O:31][C:28]1[CH:29]=[C:30]2[C:25](=[CH:26][CH:27]=1)[N:24]=[CH:23][N:22]=[C:21]2[NH:13][C:14]1[CH:18]=[CH:17][N:16]([CH3:19])[N:15]=1, predict the reactants needed to synthesize it. The reactants are: [Cl:1][C:2]1[CH:7]=[CH:6][CH:5]=[C:4]([S:8]([CH3:11])(=[O:10])=[O:9])[C:3]=1Cl.[NH2:13][C:14]1[CH:18]=[CH:17][N:16]([CH3:19])[N:15]=1.Cl[C:21]1[C:30]2[C:25](=[CH:26][CH:27]=[C:28]([OH:31])[CH:29]=2)[N:24]=[CH:23][N:22]=1. (4) Given the product [F:28][C:18]1[CH:19]=[C:20]([C:24]([OH:27])([CH3:26])[CH3:25])[CH:21]=[C:22]([F:23])[C:17]=1[C:11]1[S:10][C:9]([NH:8][C:5]2[N:6]=[N:7][C:2]([C:31]3[NH:30][N:29]=[CH:33][CH:32]=3)=[CH:3][CH:4]=2)=[C:13]([C:14]([NH2:16])=[O:15])[CH:12]=1, predict the reactants needed to synthesize it. The reactants are: Cl[C:2]1[N:7]=[N:6][C:5]([NH:8][C:9]2[S:10][C:11]([C:17]3[C:22]([F:23])=[CH:21][C:20]([C:24]([OH:27])([CH3:26])[CH3:25])=[CH:19][C:18]=3[F:28])=[CH:12][C:13]=2[C:14]([NH2:16])=[O:15])=[CH:4][CH:3]=1.[NH:29]1[CH:33]=[CH:32][C:31](B(O)O)=[N:30]1.C(=O)(O)[O-].[Na+].